Predict the product of the given reaction. From a dataset of Forward reaction prediction with 1.9M reactions from USPTO patents (1976-2016). (1) The product is: [O:10]=[C:9]1[CH:3]([NH:2][C:18](=[O:19])[C@@H:16]([N:15]([CH3:21])[C:22](=[O:23])[O:24][C:25]([CH3:26])([CH3:28])[CH3:27])[CH3:17])[CH2:4][S:5][C:6]2[CH:14]=[CH:13][CH:12]=[CH:11][C:7]=2[NH:8]1. Given the reactants Cl.[NH2:2][CH:3]1[C:9](=[O:10])[NH:8][C:7]2[CH:11]=[CH:12][CH:13]=[CH:14][C:6]=2[S:5][CH2:4]1.[N:15]([C:22]([O:24][C:25]([CH3:28])([CH3:27])[CH3:26])=[O:23])([CH3:21])[C@H:16]([C:18](O)=[O:19])[CH3:17].CN(C(ON1N=NC2C=CC=CC1=2)=[N+](C)C)C.F[P-](F)(F)(F)(F)F, predict the reaction product. (2) Given the reactants Cl[C:2]1[C:11]2[C:6](=[C:7]([C:12]([F:15])([F:14])[F:13])[CH:8]=[CH:9][CH:10]=2)[N:5]=[CH:4][C:3]=1[C:16]([C:18]1[CH:23]=[CH:22][CH:21]=[CH:20][N:19]=1)=[O:17].[C:24]1([C:30]2[CH:35]=[CH:34][C:33](B(O)O)=[CH:32][CH:31]=2)[CH:29]=[CH:28][CH:27]=[CH:26][CH:25]=1, predict the reaction product. The product is: [C:24]1([C:30]2[CH:31]=[CH:32][CH:33]=[CH:34][CH:35]=2)[CH:29]=[CH:28][C:27]([C:2]2[C:11]3[C:6](=[C:7]([C:12]([F:14])([F:15])[F:13])[CH:8]=[CH:9][CH:10]=3)[N:5]=[CH:4][C:3]=2[C:16]([C:18]2[CH:23]=[CH:22][CH:21]=[CH:20][N:19]=2)=[O:17])=[CH:26][CH:25]=1.